This data is from HIV replication inhibition screening data with 41,000+ compounds from the AIDS Antiviral Screen. The task is: Binary Classification. Given a drug SMILES string, predict its activity (active/inactive) in a high-throughput screening assay against a specified biological target. (1) The result is 0 (inactive). The compound is CCOC(=O)C(=Cc1cc(OC)ccc1OC)P(=O)(OCC)OCC. (2) The compound is Cn1c(=O)n2n(c1=O)C1C3C4C5C3C13COCC53C42. The result is 0 (inactive). (3) The molecule is OC1C2CCC3C2CC(C(O)(c2ccccc2)c2ccccc2)C13. The result is 0 (inactive).